Dataset: Full USPTO retrosynthesis dataset with 1.9M reactions from patents (1976-2016). Task: Predict the reactants needed to synthesize the given product. (1) Given the product [Cl:14][C:10]1[CH:9]=[C:8]([N:7]2[CH2:2][CH2:3][NH:4][C:5]2=[O:6])[CH:13]=[CH:12][N:11]=1, predict the reactants needed to synthesize it. The reactants are: Cl[CH2:2][CH2:3][NH:4][C:5]([NH:7][C:8]1[CH:13]=[CH:12][N:11]=[C:10]([Cl:14])[CH:9]=1)=[O:6].[H-].[Na+]. (2) Given the product [Cl-:1].[CH3:24][O:23][C:21]([C@@H:11]1[CH2:10][C:9](=[CH2:8])[CH2:13][NH2+:12]1)=[O:22], predict the reactants needed to synthesize it. The reactants are: [ClH:1].O1CCOCC1.[CH2:8]=[C:9]1[CH2:13][N:12](C(OC(C)(C)C)=O)[C@H:11]([C:21]([O:23][CH3:24])=[O:22])[CH2:10]1.